Dataset: Full USPTO retrosynthesis dataset with 1.9M reactions from patents (1976-2016). Task: Predict the reactants needed to synthesize the given product. (1) Given the product [CH2:43]([S:3]([CH2:10][C:11]1[N:12]([CH2:38][CH2:39][CH3:40])[C:13]([C:16]2[CH:21]=[CH:20][N:19]=[C:18]([NH:22][C:23]3[CH:24]=[CH:25][C:26]([S:29](=[O:37])(=[O:36])[NH:30][CH2:31][CH2:32][O:33][CH2:34][CH3:35])=[CH:27][CH:28]=3)[N:17]=2)=[CH:14][N:15]=1)(=[O:5])=[O:4])[CH3:44], predict the reactants needed to synthesize it. The reactants are: OO[S:3]([O-:5])=[O:4].[K+].C(S[CH2:10][C:11]1[N:12]([CH2:38][CH2:39][CH3:40])[C:13]([C:16]2[CH:21]=[CH:20][N:19]=[C:18]([NH:22][C:23]3[CH:28]=[CH:27][C:26]([S:29](=[O:37])(=[O:36])[NH:30][CH2:31][CH2:32][O:33][CH2:34][CH3:35])=[CH:25][CH:24]=3)[N:17]=2)=[CH:14][N:15]=1)C.CO.[CH3:43][C:44](C)=O.O. (2) Given the product [CH2:1]([C:6]1[C:10](=[O:11])[CH2:9][CH2:8][C:7]=1[O:12][CH3:14])[CH2:2][CH2:3][CH2:4][CH3:5], predict the reactants needed to synthesize it. The reactants are: [CH2:1]([CH:6]1[C:10](=[O:11])[CH2:9][CH2:8][C:7]1=[O:12])[CH2:2][CH2:3][CH2:4][CH3:5].Cl.[C:14](=O)([O-])O.[Na+]. (3) Given the product [CH3:1][O:2][C:3]([C:5]1([N:10]([CH3:18])[NH:11][CH2:12][CH2:13][C:14]([CH3:16])([CH3:15])[CH3:17])[CH2:9][CH2:8][CH2:7][CH2:6]1)=[O:4], predict the reactants needed to synthesize it. The reactants are: [CH3:1][O:2][C:3]([C:5]1([N:10]([CH3:18])[N:11]=[CH:12][CH2:13][C:14]([CH3:17])([CH3:16])[CH3:15])[CH2:9][CH2:8][CH2:7][CH2:6]1)=[O:4].C([BH3-])#N.[Na+]. (4) Given the product [NH4+:5].[OH-:35].[F:30][C:23]1[CH:24]=[C:25]([CH:28]=[CH:29][C:22]=1[CH2:21][N:5]1[C:6]2[C:11](=[CH:10][CH:9]=[CH:8][CH:7]=2)[C:3]([CH3:2])=[C:4]1[C:12]1[CH:13]=[N:14][CH:15]=[CH:16][CH:17]=1)[C:26]#[N:27], predict the reactants needed to synthesize it. The reactants are: Cl.[CH3:2][C:3]1[C:11]2[C:6](=[CH:7][CH:8]=[CH:9][CH:10]=2)[NH:5][C:4]=1[C:12]1[CH:13]=[N:14][CH:15]=[CH:16][CH:17]=1.[H-].[Na+].Br[CH2:21][C:22]1[CH:29]=[CH:28][C:25]([C:26]#[N:27])=[CH:24][C:23]=1[F:30].CN(C=[O:35])C. (5) Given the product [C:8]([O:7][C@@H:6]1[C@H:11]([O:12][C:13](=[O:15])[CH3:14])[C@@H:16]([O:17][C:18](=[O:20])[CH3:19])[C@H:21]([CH3:23])[O:22][C@H:5]1[O:4][CH2:1][C:2]#[CH:25])(=[O:10])[CH3:9], predict the reactants needed to synthesize it. The reactants are: [C:1]([O:4][CH:5]1[O:22][C@@H:21]([CH3:23])[C@H:16]([O:17][C:18](=[O:20])[CH3:19])[C@@H:11]([O:12][C:13](=[O:15])[CH3:14])[C@H:6]1[O:7][C:8](=[O:10])[CH3:9])(=O)[CH3:2].Cl[CH2:25]Cl.B(F)(F)F.CCOCC.C(=O)([O-])[O-].[K+].[K+].